From a dataset of Forward reaction prediction with 1.9M reactions from USPTO patents (1976-2016). Predict the product of the given reaction. (1) Given the reactants [C:1]([C:5]1[CH:10]=[CH:9][C:8]([S:11]([N:14]([CH2:25][C:26]([OH:28])=O)[C:15]2[CH:16]=[C:17]3[C:22](=[CH:23][CH:24]=2)[N:21]=[CH:20][CH:19]=[CH:18]3)(=[O:13])=[O:12])=[CH:7][CH:6]=1)([CH3:4])([CH3:3])[CH3:2].[N:29]1[CH:34]=[CH:33][CH:32]=[CH:31][C:30]=1[CH2:35][NH:36][CH2:37][CH2:38][OH:39], predict the reaction product. The product is: [C:1]([C:5]1[CH:6]=[CH:7][C:8]([S:11]([N:14]([C:15]2[CH:16]=[C:17]3[C:22](=[CH:23][CH:24]=2)[N:21]=[CH:20][CH:19]=[CH:18]3)[CH2:25][C:26]([N:36]([CH2:37][CH2:38][OH:39])[CH2:35][C:30]2[CH:31]=[CH:32][CH:33]=[CH:34][N:29]=2)=[O:28])(=[O:12])=[O:13])=[CH:9][CH:10]=1)([CH3:3])([CH3:4])[CH3:2]. (2) Given the reactants Cl.[CH:2]1([C:5]2[N:10]=[CH:9][C:8]([NH:11][C:12]([CH:14]([NH:16]C(=O)OC(C)(C)C)[CH3:15])=[O:13])=[C:7]([NH:24][CH2:25][CH3:26])[CH:6]=2)[CH2:4][CH2:3]1.C(N(CC)CC)C.[C:34]([C:36]1[N:41]=[CH:40][C:39]([S:42](Cl)(=[O:44])=[O:43])=[CH:38][CH:37]=1)#[N:35], predict the reaction product. The product is: [C:34]([C:36]1[N:41]=[CH:40][C:39]([S:42]([NH:16][CH:14]([CH3:15])[C:12]([NH:11][C:8]2[CH:9]=[N:10][C:5]([CH:2]3[CH2:3][CH2:4]3)=[CH:6][C:7]=2[NH:24][CH2:25][CH3:26])=[O:13])(=[O:44])=[O:43])=[CH:38][CH:37]=1)#[N:35]. (3) The product is: [CH2:1]([O:3][C:4](=[O:28])/[C:5](=[CH:13]/[C:14]1[CH:19]=[CH:18][C:17]([N:20]2[CH:24]=[C:23]([CH3:25])[N:22]=[CH:21]2)=[C:16]([O:26][CH3:27])[CH:15]=1)/[CH2:6][CH2:7][CH:8]=[O:9])[CH3:2]. Given the reactants [CH2:1]([O:3][C:4](=[O:28])/[C:5](=[CH:13]/[C:14]1[CH:19]=[CH:18][C:17]([N:20]2[CH:24]=[C:23]([CH3:25])[N:22]=[CH:21]2)=[C:16]([O:26][CH3:27])[CH:15]=1)/[CH2:6][CH2:7][CH:8]1OCC[O:9]1)[CH3:2].C(O)(=O)C.FC(F)(F)C(O)=O.O.C(=O)(O)[O-].[Na+], predict the reaction product. (4) The product is: [F:36][C:20]1[C:21]([N:23]2[C:28](=[O:29])[CH:27]=[C:26]([C:30]([F:32])([F:31])[F:33])[N:25]([CH3:34])[C:24]2=[O:35])=[CH:22][C:17]([O:9][C:5]2[CH:6]=[CH:7][CH:8]=[C:3]([O:2][CH3:1])[CH:4]=2)=[C:18]([N+:37]([O-:39])=[O:38])[CH:19]=1. Given the reactants [CH3:1][O:2][C:3]1[CH:4]=[C:5]([OH:9])[CH:6]=[CH:7][CH:8]=1.C(=O)([O-])[O-].[K+].[K+].F[C:17]1[CH:22]=[C:21]([N:23]2[C:28](=[O:29])[CH:27]=[C:26]([C:30]([F:33])([F:32])[F:31])[N:25]([CH3:34])[C:24]2=[O:35])[C:20]([F:36])=[CH:19][C:18]=1[N+:37]([O-:39])=[O:38].Cl, predict the reaction product. (5) Given the reactants Cl[C:2]1[C:7]([CH2:8][N:9]([C:13]2[CH:18]=[CH:17][CH:16]=[CH:15][C:14]=2[CH:19]=[CH2:20])[C:10](=[O:12])[CH3:11])=[CH:6][C:5]([F:21])=[C:4]([Cl:22])[N:3]=1.CCN(CC)CC.O, predict the reaction product. The product is: [C:10]([N:9]1[C:13]2[CH:18]=[CH:17][CH:16]=[CH:15][C:14]=2[CH:19]=[CH:20][C:2]2[N:3]=[C:4]([Cl:22])[C:5]([F:21])=[CH:6][C:7]=2[CH2:8]1)(=[O:12])[CH3:11]. (6) Given the reactants [Cl:1][C:2]1[CH:3]=[C:4]([Mg]Br)[CH:5]=[CH:6][C:7]=1[F:8].[Si:11]([O:18][CH2:19][C:20](N(OC)C)=[O:21])([C:14]([CH3:17])([CH3:16])[CH3:15])([CH3:13])[CH3:12], predict the reaction product. The product is: [Si:11]([O:18][CH2:19][C:20]([C:4]1[CH:5]=[CH:6][C:7]([F:8])=[C:2]([Cl:1])[CH:3]=1)=[O:21])([C:14]([CH3:17])([CH3:16])[CH3:15])([CH3:13])[CH3:12]. (7) Given the reactants [CH2:1]([CH:8]1[CH2:12][CH2:11][N:10]([S:13]([C:16]2[CH:20]=[N:19][NH:18][C:17]=2[NH2:21])(=[O:15])=[O:14])[CH2:9]1)[C:2]1[CH:7]=[CH:6][CH:5]=[CH:4][CH:3]=1.COCCO.FC(F)(F)C(O)=O.[CH3:34][C:35]([CH3:45])=[CH:36][C:37]([C:39]1[CH:44]=[CH:43][CH:42]=[CH:41][CH:40]=1)=O, predict the reaction product. The product is: [CH2:1]([CH:8]1[CH2:12][CH2:11][N:10]([S:13]([C:16]2[CH:20]=[N:19][N:18]3[C:35]([CH3:45])([CH3:34])[CH:36]=[C:37]([C:39]4[CH:40]=[CH:41][CH:42]=[CH:43][CH:44]=4)[NH:21][C:17]=23)(=[O:15])=[O:14])[CH2:9]1)[C:2]1[CH:3]=[CH:4][CH:5]=[CH:6][CH:7]=1.